From a dataset of Full USPTO retrosynthesis dataset with 1.9M reactions from patents (1976-2016). Predict the reactants needed to synthesize the given product. (1) Given the product [Br:13][CH2:14][CH2:15][O:12][C:4]1[CH:5]=[C:6]([S:8]([CH3:11])(=[O:9])=[O:10])[CH:7]=[C:2]([F:1])[CH:3]=1, predict the reactants needed to synthesize it. The reactants are: [F:1][C:2]1[CH:3]=[C:4]([OH:12])[CH:5]=[C:6]([S:8]([CH3:11])(=[O:10])=[O:9])[CH:7]=1.[Br:13][CH2:14][CH2:15]Br.C(=O)([O-])[O-].[K+].[K+]. (2) The reactants are: [F:1][C:2]([F:16])([F:15])[C:3](=O)/[CH:4]=[CH:5]/[C:6]1[CH:11]=[CH:10][C:9]([F:12])=[CH:8][C:7]=1[F:13].[C:17]1([NH:23][NH2:24])[CH:22]=[CH:21][CH:20]=[CH:19][CH:18]=1.C(O)C. Given the product [C:17]1([N:23]2[CH:5]([C:6]3[CH:11]=[CH:10][C:9]([F:12])=[CH:8][C:7]=3[F:13])[CH2:4][C:3]([C:2]([F:16])([F:15])[F:1])=[N:24]2)[CH:22]=[CH:21][CH:20]=[CH:19][CH:18]=1, predict the reactants needed to synthesize it. (3) Given the product [CH2:1]([C:8]1[N:9]=[C:10]([C:31]([NH:78][CH2:77][C:74]2[CH:75]=[CH:76][C:71]([S:70][CH2:68][CH3:69])=[CH:72][CH:73]=2)=[O:32])[S:11][C:12]=1[C:13]1[C:22]2[C:17](=[CH:18][CH:19]=[CH:20][CH:21]=2)[C:16]([S:23](=[O:30])(=[O:29])[NH:24][C:25]([CH3:28])([CH3:27])[CH3:26])=[CH:15][CH:14]=1)[C:2]1[CH:7]=[CH:6][CH:5]=[CH:4][CH:3]=1, predict the reactants needed to synthesize it. The reactants are: [CH2:1]([C:8]1[N:9]=[C:10]([C:31]([O-])=[O:32])[S:11][C:12]=1[C:13]1[C:22]2[C:17](=[CH:18][CH:19]=[CH:20][CH:21]=2)[C:16]([S:23](=[O:30])(=[O:29])[NH:24][C:25]([CH3:28])([CH3:27])[CH3:26])=[CH:15][CH:14]=1)[C:2]1[CH:7]=[CH:6][CH:5]=[CH:4][CH:3]=1.[K+].CN(C(ON1N=NC2C=CC=NC1=2)=[N+](C)C)C.F[P-](F)(F)(F)(F)F.CCN(C(C)C)C(C)C.[CH2:68]([S:70][C:71]1[CH:76]=[CH:75][C:74]([CH2:77][NH2:78])=[CH:73][CH:72]=1)[CH3:69]. (4) Given the product [N:1]1([C:6]2[CH:41]=[CH:40][C:9]([CH2:10][C:11]3[C:12]([O:38][CH3:39])=[N:13][C:14]4[C:19]([C:20]=3[C:77]#[N:79])=[CH:18][C:17]([C:22]([C:23]3[CH:30]=[CH:29][C:26]([C:27]#[N:28])=[CH:25][CH:24]=3)([OH:37])[C:31]3[N:35]([CH3:36])[CH:34]=[N:33][CH:32]=3)=[CH:16][CH:15]=4)=[CH:8][CH:7]=2)[CH:5]=[N:4][CH:3]=[N:2]1, predict the reactants needed to synthesize it. The reactants are: [N:1]1([C:6]2[CH:41]=[CH:40][C:9]([CH2:10][C:11]3[C:12]([O:38][CH3:39])=[N:13][C:14]4[C:19]([C:20]=3Cl)=[CH:18][C:17]([C:22]([OH:37])([C:31]3[N:35]([CH3:36])[CH:34]=[N:33][CH:32]=3)[C:23]3[CH:30]=[CH:29][C:26]([C:27]#[N:28])=[CH:25][CH:24]=3)=[CH:16][CH:15]=4)=[CH:8][CH:7]=2)[CH:5]=[N:4][CH:3]=[N:2]1.C1(P(C2CCCCC2)C2C=CC=CC=2C2C(C(C)C)=CC(C(C)C)=CC=2C(C)C)CCCCC1.C[C:77]([N:79](C)C)=O. (5) Given the product [N:14]([CH2:2][C:3]([C:5]1[CH:10]=[CH:9][CH:8]=[CH:7][C:6]=1[N+:11]([O-:13])=[O:12])=[O:4])=[N+:15]=[N-:16], predict the reactants needed to synthesize it. The reactants are: Br[CH2:2][C:3]([C:5]1[CH:10]=[CH:9][CH:8]=[CH:7][C:6]=1[N+:11]([O-:13])=[O:12])=[O:4].[N-:14]=[N+:15]=[N-:16].[Na+]. (6) Given the product [CH3:44][N:43]([CH2:42][C:41]1[CH:40]=[C:39]([CH:65]=[CH:64][CH:63]=1)[CH2:38][N:15]1[CH2:16][C:17](=[O:18])[N:13]([C:11]2[CH:10]=[N:9][N:8]([CH2:7][C:6]3[C:2]([CH3:1])=[N:3][O:4][C:5]=3[CH3:20])[CH:12]=2)[C:14]1=[O:19])[CH3:47], predict the reactants needed to synthesize it. The reactants are: [CH3:1][C:2]1[C:6]([CH2:7][N:8]2[CH:12]=[C:11]([N:13]3[C:17](=[O:18])[CH2:16][NH:15][C:14]3=[O:19])[CH:10]=[N:9]2)=[C:5]([CH3:20])[O:4][N:3]=1.BrCC1C=CC=C(CBr)C=1.C(=O)([O-])[O-].[Cs+].[Cs+].Br[CH2:38][C:39]1[CH:40]=[C:41]([CH:63]=[CH:64][CH:65]=1)[CH2:42][N:43]1[CH2:47]C(=O)N(C2C=NN(CC3C(C)=NOC=3C)C=2)[C:44]1=O.CNC.[H-].[Na+]. (7) The reactants are: [ClH:1].C(OCC)C.[CH3:7][O:8][N:9]([C:13]1[N:18]=[C:17]([NH:19][CH2:20][CH2:21][CH3:22])[N:16]=[C:15]([NH:23][CH2:24][C:25]#[CH:26])[N:14]=1)[CH2:10][C:11]#[CH:12]. Given the product [ClH:1].[CH3:7][O:8][N:9]([C:13]1[N:18]=[C:17]([NH:19][CH2:20][CH2:21][CH3:22])[N:16]=[C:15]([NH:23][CH2:24][C:25]#[CH:26])[N:14]=1)[CH2:10][C:11]#[CH:12], predict the reactants needed to synthesize it. (8) Given the product [CH3:1][O:2][C:3]1[CH:4]=[C:5]([C:12]2[NH:16][C:15]([CH3:17])=[N:14][N:13]=2)[CH:6]=[CH:7][C:8]=1[NH2:9], predict the reactants needed to synthesize it. The reactants are: [CH3:1][O:2][C:3]1[CH:4]=[C:5]([C:12]2[NH:16][C:15]([CH3:17])=[N:14][N:13]=2)[CH:6]=[CH:7][C:8]=1[N+:9]([O-])=O. (9) Given the product [ClH:23].[Cl:25][C:18]1[CH:19]=[N+:20]([O-:24])[CH:21]=[C:22]([Cl:23])[C:17]=1[CH2:16][C@H:15]([O:14][C:12]([CH:10]1[CH2:11][NH:8][CH2:9]1)=[O:13])[C:26]1[CH:31]=[CH:30][C:29]([O:32][CH3:33])=[C:28]([O:34][CH3:35])[CH:27]=1, predict the reactants needed to synthesize it. The reactants are: C(OC([N:8]1[CH2:11][CH:10]([C:12]([O:14][C@H:15]([C:26]2[CH:31]=[CH:30][C:29]([O:32][CH3:33])=[C:28]([O:34][CH3:35])[CH:27]=2)[CH2:16][C:17]2[C:22]([Cl:23])=[CH:21][N+:20]([O-:24])=[CH:19][C:18]=2[Cl:25])=[O:13])[CH2:9]1)=O)(C)(C)C.Cl.C(OCC)C.C(#N)C. (10) Given the product [ClH:1].[ClH:1].[CH3:48][O:47][C:45]1[CH:46]=[C:41]([C:38]2[CH:37]=[CH:36][C:35]([C:34]([N:31]3[CH2:32][CH2:33][N:28]([CH2:27][CH2:26][N:23]4[CH2:24][CH2:25][N:20]([C:18](=[O:19])[C:17]5[CH:16]=[CH:15][C:14]([C:6]6[CH:7]=[C:8]([O:12][CH3:13])[C:9]([O:10][CH3:11])=[C:4]([O:3][CH3:2])[CH:5]=6)=[CH:55][CH:54]=5)[CH2:21][CH2:22]4)[CH2:29][CH2:30]3)=[O:53])=[CH:40][CH:39]=2)[CH:42]=[C:43]([O:51][CH3:52])[C:44]=1[O:49][CH3:50], predict the reactants needed to synthesize it. The reactants are: [ClH:1].[CH3:2][O:3][C:4]1[CH:5]=[C:6]([C:14]2[CH:55]=[CH:54][C:17]([C:18]([N:20]3[CH2:25][CH2:24][N:23]([CH2:26][CH2:27][N:28]4[CH2:33][CH2:32][N:31]([C:34](=[O:53])[C:35]5[CH:40]=[CH:39][C:38]([C:41]6[CH:46]=[C:45]([O:47][CH3:48])[C:44]([O:49][CH3:50])=[C:43]([O:51][CH3:52])[CH:42]=6)=[CH:37][CH:36]=5)[CH2:30][CH2:29]4)[CH2:22][CH2:21]3)=[O:19])=[CH:16][CH:15]=2)[CH:7]=[C:8]([O:12][CH3:13])[C:9]=1[O:10][CH3:11].